Task: Predict the reactants needed to synthesize the given product.. Dataset: Full USPTO retrosynthesis dataset with 1.9M reactions from patents (1976-2016) (1) Given the product [F:2][C:3]1[CH:30]=[CH:29][C:6]([CH2:7][NH:8][C:9]([C:11]2[CH:16]=[C:15]([C:17]3[CH2:21][CH:20]([CH:22]4[CH2:23][CH2:24][N:25]([C:39](=[O:40])[NH:38][C:35]5[CH:36]=[CH:37][O:33][N:34]=5)[CH2:26][CH2:27]4)[O:19][N:18]=3)[N:14]=[C:13]([CH3:28])[N:12]=2)=[O:10])=[CH:5][C:4]=1[O:31][CH3:32], predict the reactants needed to synthesize it. The reactants are: Cl.[F:2][C:3]1[CH:30]=[CH:29][C:6]([CH2:7][NH:8][C:9]([C:11]2[CH:16]=[C:15]([C:17]3[CH2:21][CH:20]([CH:22]4[CH2:27][CH2:26][NH:25][CH2:24][CH2:23]4)[O:19][N:18]=3)[N:14]=[C:13]([CH3:28])[N:12]=2)=[O:10])=[CH:5][C:4]=1[O:31][CH3:32].[O:33]1[CH:37]=[CH:36][C:35]([NH:38][C:39](=O)[O:40]C2C=CC([N+]([O-])=O)=CC=2)=[N:34]1. (2) Given the product [BrH:20].[Cl:1][C:2]1[C:11]2[N:12]=[C:19]([NH2:18])[N:13]([CH2:14][CH:15]([CH3:17])[CH3:16])[C:10]=2[C:9]2[CH:8]=[CH:7][CH:6]=[CH:5][C:4]=2[N:3]=1, predict the reactants needed to synthesize it. The reactants are: [Cl:1][C:2]1[C:11]([NH2:12])=[C:10]([NH:13][CH2:14][CH:15]([CH3:17])[CH3:16])[C:9]2[C:4](=[CH:5][CH:6]=[CH:7][CH:8]=2)[N:3]=1.[N:18]#[C:19][Br:20].